Predict the reaction yield, written as a fraction of the theoretical maximum amount of product (1.0 means a 100% yield; for example, 0.34 means a 34% yield). From a dataset of Reaction yield outcomes from USPTO patents with 853,638 reactions. (1) The reactants are [Cl:1][C:2]1[CH:7]=[CH:6][C:5]([NH:8][C:9]([NH:11][CH2:12][C:13]2[CH:18]=[CH:17][CH:16]=[C:15]([N+:19]([O-])=O)[CH:14]=2)=[O:10])=[CH:4][C:3]=1[C:22]([F:25])([F:24])[F:23]. The catalyst is CO. The product is [NH2:19][C:15]1[CH:14]=[C:13]([CH:18]=[CH:17][CH:16]=1)[CH2:12][NH:11][C:9]([NH:8][C:5]1[CH:6]=[CH:7][C:2]([Cl:1])=[C:3]([C:22]([F:25])([F:23])[F:24])[CH:4]=1)=[O:10]. The yield is 0.650. (2) The reactants are [C:1]([O:5][C:6]([NH:8][CH2:9][CH2:10][CH2:11][C:12]([O:14]C)=O)=[O:7])([CH3:4])([CH3:3])[CH3:2].[NH2:16][NH2:17].O. The catalyst is CO. The product is [NH:16]([C:12](=[O:14])[CH2:11][CH2:10][CH2:9][NH:8][C:6](=[O:7])[O:5][C:1]([CH3:4])([CH3:3])[CH3:2])[NH2:17]. The yield is 0.900. (3) The reactants are [C:1]1([CH3:8])[CH:6]=[CH:5][CH:4]=[C:3]([NH2:7])[CH:2]=1.[F:9][C:10]1[CH:17]=[C:16]([F:18])[C:15]([F:19])=[CH:14][C:11]=1[CH:12]=O.[BH4-].[Na+]. The catalyst is CCO.CO. The product is [C:1]1([CH3:8])[CH:6]=[CH:5][CH:4]=[C:3]([NH:7][CH2:12][C:11]2[CH:14]=[C:15]([F:19])[C:16]([F:18])=[CH:17][C:10]=2[F:9])[CH:2]=1. The yield is 0.848. (4) The reactants are [CH2:1]([N:3]([CH2:37][CH3:38])[CH2:4][CH2:5][CH2:6][NH:7][C:8]1[N:9]=[C:10]([C:27]2[CH:28]=[C:29]([CH:33]=[CH:34][C:35]=2[CH3:36])[C:30](O)=[O:31])[C:11]2[CH:17]=[CH:16][C:15](=[O:18])[N:14]([C:19]3[C:24]([F:25])=[CH:23][CH:22]=[CH:21][C:20]=3[F:26])[C:12]=2[N:13]=1)[CH3:2].CN(C(ON1N=[N:54][C:49]2[CH:50]=[CH:51][CH:52]=[CH:53]C1=2)=[N+](C)C)C.F[P-](F)(F)(F)(F)F.C1(N)CCCC1. The catalyst is C(Cl)Cl. The product is [CH:49]1([NH:54][C:30](=[O:31])[C:29]2[CH:33]=[CH:34][C:35]([CH3:36])=[C:27]([C:10]3[C:11]4[CH:17]=[CH:16][C:15](=[O:18])[N:14]([C:19]5[C:24]([F:25])=[CH:23][CH:22]=[CH:21][C:20]=5[F:26])[C:12]=4[N:13]=[C:8]([NH:7][CH2:6][CH2:5][CH2:4][N:3]([CH2:37][CH3:38])[CH2:1][CH3:2])[N:9]=3)[CH:28]=2)[CH2:50][CH2:51][CH2:52][CH2:53]1. The yield is 0.470.